This data is from Reaction yield outcomes from USPTO patents with 853,638 reactions. The task is: Predict the reaction yield, written as a fraction of the theoretical maximum amount of product (1.0 means a 100% yield; for example, 0.34 means a 34% yield). The reactants are [Br:1][C:2]1[C:3]([CH3:12])=[C:4]([CH:8]=[C:9](I)[CH:10]=1)[C:5]([O-:7])=[O:6].[CH3:13][S:14][C:15]1[N:20]=[CH:19][C:18](B2OC(C)(C)C(C)(C)O2)=[CH:17][N:16]=1.[C:30](=O)(O)[O-].[Na+]. The catalyst is [Pd+2].ClC1C=C[C-](P(C2C=CC=CC=2)C2C=CC=CC=2)C=1Cl.[C-]1(P(C2C=CC=CC=2)C2C=CC=CC=2)C=CC=C1.[Fe+2].ClCCl. The product is [Br:1][C:2]1[C:3]([CH3:12])=[C:4]([CH:8]=[C:9]([C:18]2[CH:17]=[N:16][C:15]([S:14][CH3:13])=[N:20][CH:19]=2)[CH:10]=1)[C:5]([O:7][CH3:30])=[O:6]. The yield is 0.510.